The task is: Predict the product of the given reaction.. This data is from Forward reaction prediction with 1.9M reactions from USPTO patents (1976-2016). (1) The product is: [O:1]1[CH:5]=[CH:4][CH:3]=[C:2]1[C:6]1[N:10]([C:11]2[CH:16]=[CH:15][CH:14]=[C:13]([B:22]3[O:26][C:25]([CH3:28])([CH3:27])[C:24]([CH3:30])([CH3:29])[O:23]3)[CH:12]=2)[N:9]=[C:8]([C:18]([F:21])([F:20])[F:19])[CH:7]=1. Given the reactants [O:1]1[CH:5]=[CH:4][CH:3]=[C:2]1[C:6]1[N:10]([C:11]2[CH:16]=[CH:15][CH:14]=[C:13](I)[CH:12]=2)[N:9]=[C:8]([C:18]([F:21])([F:20])[F:19])[CH:7]=1.[B:22]1([B:22]2[O:26][C:25]([CH3:28])([CH3:27])[C:24]([CH3:30])([CH3:29])[O:23]2)[O:26][C:25]([CH3:28])([CH3:27])[C:24]([CH3:30])([CH3:29])[O:23]1.C([O-])(=O)C.[K+], predict the reaction product. (2) Given the reactants [CH3:1][O:2][C:3]1[CH:8]=[C:7]([CH3:9])[C:6]([S:10]([N:13]2[CH2:17][CH2:16][CH2:15][C@H:14]2[CH2:18][OH:19])(=[O:12])=[O:11])=[C:5]([CH3:20])[CH:4]=1.[OH-].[Na+].Br[CH2:24][C:25]([O:27][C:28]([CH3:31])([CH3:30])[CH3:29])=[O:26], predict the reaction product. The product is: [CH3:1][O:2][C:3]1[CH:4]=[C:5]([CH3:20])[C:6]([S:10]([N:13]2[CH2:17][CH2:16][CH2:15][C@H:14]2[CH2:18][O:19][CH2:24][C:25]([O:27][C:28]([CH3:31])([CH3:30])[CH3:29])=[O:26])(=[O:11])=[O:12])=[C:7]([CH3:9])[CH:8]=1. (3) Given the reactants [Li]CCCC.C(NC(C)C)(C)C.N#N.[Br:15][C:16]1[CH:17]=[N:18][CH:19]=[C:20]([F:22])[CH:21]=1.CN([CH:26]=[O:27])C, predict the reaction product. The product is: [Br:15][C:16]1[CH:17]=[N:18][CH:19]=[C:20]([F:22])[C:21]=1[CH:26]=[O:27]. (4) Given the reactants [I:1][C:2]1[C:10]2[C:5](=[CH:6][CH:7]=[CH:8][CH:9]=2)[NH:4][N:3]=1.[H-].[Na+].C1(C)C=CC(S(O[CH:23]2[CH2:26][N:25]([C:27]([O:29][C:30]([CH3:33])([CH3:32])[CH3:31])=[O:28])[CH2:24]2)(=O)=O)=CC=1.O, predict the reaction product. The product is: [I:1][C:2]1[C:10]2[C:5](=[CH:6][CH:7]=[CH:8][CH:9]=2)[N:4]([CH:23]2[CH2:24][N:25]([C:27]([O:29][C:30]([CH3:33])([CH3:32])[CH3:31])=[O:28])[CH2:26]2)[N:3]=1. (5) Given the reactants Cl.[F:2][C:3]1[CH:8]=[CH:7][C:6]([NH:9][NH2:10])=[CH:5][CH:4]=1.CCN(C(C)C)C(C)C.Cl[C:21]([O:23][CH2:24][CH3:25])=[O:22].C(Cl)Cl.CO, predict the reaction product. The product is: [F:2][C:3]1[CH:8]=[CH:7][C:6]([NH:9][NH:10][C:21]([O:23][CH2:24][CH3:25])=[O:22])=[CH:5][CH:4]=1. (6) Given the reactants [NH2:1][C@H:2]([C:10]([OH:12])=[O:11])[CH2:3][C:4]1[CH:9]=[CH:8][CH:7]=[CH:6][CH:5]=1.[CH2:13]([OH:21])[CH2:14]CCCCCC.O.C1(C)C=CC(S(O)(=O)=O)=CC=1, predict the reaction product. The product is: [C:13]([O:11][C:10](=[O:12])[C@H:2]([CH2:3][C:4]1[CH:9]=[CH:8][CH:7]=[CH:6][CH:5]=1)[NH2:1])(=[O:21])[CH3:14].